This data is from Catalyst prediction with 721,799 reactions and 888 catalyst types from USPTO. The task is: Predict which catalyst facilitates the given reaction. (1) Reactant: [F:1][C:2]1[CH:3]=[C:4]([CH2:11]O)[CH:5]=[C:6]([F:10])[C:7]=1[S:8][CH3:9].CS([Cl:17])(=O)=O.C(N(C(C)C)CC)(C)C.Cl. Product: [Cl:17][CH2:11][C:4]1[CH:5]=[C:6]([F:10])[C:7]([S:8][CH3:9])=[C:2]([F:1])[CH:3]=1. The catalyst class is: 4. (2) Reactant: [NH2:1][C:2]1[C:7]([C:8]#[N:9])=[C:6]([CH3:10])[C:5]([C:11]2[CH:16]=[CH:15][CH:14]=[CH:13][CH:12]=2)=[C:4]([F:17])[C:3]=1[O:18][C:19]([CH:21]1[CH2:25][CH2:24][CH2:23][CH2:22]1)=O.C1(C)C=CC(S([O-])(=O)=O)=CC=1.[NH+]1C=CC=CC=1. Product: [CH:21]1([C:19]2[O:18][C:3]3[C:2](=[C:7]([C:8]#[N:9])[C:6]([CH3:10])=[C:5]([C:11]4[CH:16]=[CH:15][CH:14]=[CH:13][CH:12]=4)[C:4]=3[F:17])[N:1]=2)[CH2:25][CH2:24][CH2:23][CH2:22]1. The catalyst class is: 113.